The task is: Predict the product of the given reaction.. This data is from Forward reaction prediction with 1.9M reactions from USPTO patents (1976-2016). Given the reactants [C:1]([C:5]1[CH:6]=[C:7]([CH:23]=[O:24])[C:8]([OH:22])=[C:9]([C:11]2[CH:16]=[CH:15][C:14](OC(F)(F)F)=[CH:13][CH:12]=2)[CH:10]=1)([CH3:4])([CH3:3])[CH3:2].BrC1C(O)=C(C=C(C(C)(C)C)C=1)C=O.[F:39][C:40]([F:51])([F:50])C1C=CC(B(O)O)=CC=1, predict the reaction product. The product is: [C:1]([C:5]1[CH:6]=[C:7]([CH:23]=[O:24])[C:8]([OH:22])=[C:9]([C:11]2[CH:12]=[CH:13][C:14]([C:40]([F:51])([F:50])[F:39])=[CH:15][CH:16]=2)[CH:10]=1)([CH3:2])([CH3:3])[CH3:4].